From a dataset of In vitro SARS-CoV-2 activity screen of 1,480 approved drugs from Prestwick library. Binary Classification. Given a drug SMILES string, predict its activity (active/inactive) in a high-throughput screening assay against a specified biological target. (1) The drug is CCN(CC)C(=O)c1ccc(O)c(OC)c1. The result is 0 (inactive). (2) The compound is Cn1cc(S(C)=O)c(=O)c2ccc(F)cc21. The result is 0 (inactive).